Dataset: Full USPTO retrosynthesis dataset with 1.9M reactions from patents (1976-2016). Task: Predict the reactants needed to synthesize the given product. (1) Given the product [OH:41][CH2:35][CH2:36][O:37][CH2:38][CH2:39][O:1][N:2]1[C:3](=[O:12])[C:4]2=[CH:11][CH:10]=[CH:9][CH:8]=[C:5]2[C:6]1=[O:7], predict the reactants needed to synthesize it. The reactants are: [OH:1][N:2]1[C:6](=[O:7])[C:5]2=[CH:8][CH:9]=[CH:10][CH:11]=[C:4]2[C:3]1=[O:12].C1CCN2C(=NCCC2)CC1.CC1C=CC(S([O-])(=O)=O)=CC=1.[CH2:35]([OH:41])[CH2:36][O:37][CH2:38][CH2:39]O. (2) Given the product [F:1][C:2]1[CH:3]=[CH:4][C:5]([C:8]2[N:12]([CH3:13])[N:11]=[CH:10][C:9]=2/[CH:14]=[CH:15]\[C:16]([OH:18])=[O:17])=[CH:6][CH:7]=1, predict the reactants needed to synthesize it. The reactants are: [F:1][C:2]1[CH:7]=[CH:6][C:5]([C:8]2[N:12]([CH3:13])[N:11]=[CH:10][C:9]=2/[CH:14]=[CH:15]\[C:16]([O:18]C)=[O:17])=[CH:4][CH:3]=1.[OH-].[Na+].Cl. (3) Given the product [CH3:12][C:13]1[C:14]2[N:15]([N:19]=[C:20]([C:22]3[CH:27]=[CH:26][N:25]4[C:2]([CH3:11])=[C:3]([C:5]5[CH:10]=[CH:9][CH:8]=[CH:7][CH:6]=5)[N:28]=[C:24]4[CH:23]=3)[N:21]=2)[CH:16]=[CH:17][N:18]=1, predict the reactants needed to synthesize it. The reactants are: Br[CH:2]([CH3:11])[C:3]([C:5]1[CH:10]=[CH:9][CH:8]=[CH:7][CH:6]=1)=O.[CH3:12][C:13]1[C:14]2[N:15]([N:19]=[C:20]([C:22]3[CH:27]=[CH:26][N:25]=[C:24]([NH2:28])[CH:23]=3)[N:21]=2)[CH:16]=[CH:17][N:18]=1.C(N(CC)C(C)C)(C)C. (4) Given the product [CH3:26][C:3]1[N:4]([C:20]2[CH2:21][O:22][C:23](=[O:25])[CH:24]=2)[C:5](=[O:19])[C:6]2([CH2:11][CH2:10][N:9]([C:12]([O:14][C:15]([CH3:16])([CH3:17])[CH3:18])=[O:13])[CH2:8][CH2:7]2)[CH:2]=1, predict the reactants needed to synthesize it. The reactants are: O[CH:2]1[C:6]2([CH2:11][CH2:10][N:9]([C:12]([O:14][C:15]([CH3:18])([CH3:17])[CH3:16])=[O:13])[CH2:8][CH2:7]2)[C:5](=[O:19])[N:4]([C:20]2[CH2:21][O:22][C:23](=[O:25])[CH:24]=2)[CH:3]1[CH3:26].C1CCN2C(=NCCC2)CC1.[B-](F)(F)(F)F.CCN([S+](F)F)CC. (5) Given the product [CH3:30][N:31]([C:25]([C:24]1[CH:28]=[CH:29][C:21]([NH:20][CH:11]([C:3]2[O:4][C:5]3[CH:10]=[CH:9][CH:8]=[CH:7][C:6]=3[C:2]=2[CH3:1])[CH2:12][O:13][C:14]2[CH:19]=[CH:18][CH:17]=[CH:16][CH:15]=2)=[CH:22][CH:23]=1)=[O:26])[CH2:32][CH2:33][C:34]([O:36][CH2:37][CH3:38])=[O:35], predict the reactants needed to synthesize it. The reactants are: [CH3:1][C:2]1[C:6]2[CH:7]=[CH:8][CH:9]=[CH:10][C:5]=2[O:4][C:3]=1[CH:11]([NH:20][C:21]1[CH:29]=[CH:28][C:24]([C:25](O)=[O:26])=[CH:23][CH:22]=1)[CH2:12][O:13][C:14]1[CH:19]=[CH:18][CH:17]=[CH:16][CH:15]=1.[CH3:30][NH:31][CH2:32][CH2:33][C:34]([O:36][CH2:37][CH3:38])=[O:35].O.ON1C2C=CC=CC=2N=N1.Cl. (6) Given the product [F:27][C@@H:24]1[CH2:25][CH2:26][N:22]([C:20]([C@@H:16]2[CH2:17][CH2:18][CH2:19][NH:15]2)=[O:21])[CH2:23]1, predict the reactants needed to synthesize it. The reactants are: FC(F)(F)C(O)=O.C(OC([N:15]1[CH2:19][CH2:18][CH2:17][C@H:16]1[C:20]([N:22]1[CH2:26][CH2:25][C@@H:24]([F:27])[CH2:23]1)=[O:21])=O)(C)(C)C.